Dataset: Forward reaction prediction with 1.9M reactions from USPTO patents (1976-2016). Task: Predict the product of the given reaction. (1) Given the reactants [Cl:1][C:2]1[C:7]([CH:8]=[N:9]O)=[C:6]([Cl:11])[N:5]=[C:4]([S:12][CH3:13])[N:3]=1.O=S(Cl)Cl, predict the reaction product. The product is: [Cl:1][C:2]1[C:7]([C:8]#[N:9])=[C:6]([Cl:11])[N:5]=[C:4]([S:12][CH3:13])[N:3]=1. (2) The product is: [CH2:1]([NH:7][C:8]([N:10]1[C:18](=[O:19])[C:17]2[C:12](=[N:13][C:14]([Cl:21])=[CH:15][C:16]=2[CH3:20])[N:11]1[CH2:23][C:24]1[CH:29]=[CH:28][CH:27]=[CH:26][CH:25]=1)=[O:9])[CH2:2][CH2:3][CH2:4][CH2:5][CH3:6]. Given the reactants [CH2:1]([NH:7][C:8]([N:10]1[C:18](=[O:19])[C:17]2[C:12](=[N:13][C:14]([Cl:21])=[CH:15][C:16]=2[CH3:20])[NH:11]1)=[O:9])[CH2:2][CH2:3][CH2:4][CH2:5][CH3:6].Br[CH2:23][C:24]1[CH:29]=[CH:28][CH:27]=[CH:26][CH:25]=1.C(N(CC)CC)C, predict the reaction product. (3) Given the reactants C[O:2][C:3](=[O:32])[N:4]=[C:5](SC)[C:6]([C:20]1[CH:25]=[C:24]([O:26][CH3:27])[N:23]=[C:22]([O:28][CH3:29])[CH:21]=1)=[N:7][C:8]1[CH:13]=[CH:12][C:11]([C:14]2[N:18]=C(C)[O:16][N:15]=2)=[CH:10][CH:9]=1.[F:33][C:34]1[C:35]([NH:40][NH2:41])=[N:36][CH:37]=[CH:38][CH:39]=1.C[O:43]C(=O)N=C(SC)C(C1C=C(C)N=[C:63]([O:68]C)[CH:62]=1)=NC1C=CC(C2N=C(C)ON=2)=CC=1, predict the reaction product. The product is: [N+:15]([C:34]1[C:35]([NH:40][NH2:41])=[N:36][CH:37]=[CH:38][CH:39]=1)([O-:16])=[O:43].[C:63]([OH:68])(=[O:2])[CH3:62].[CH3:29][O:28][C:22]1[CH:21]=[C:20]([CH:6]([NH:7][C:8]2[CH:9]=[CH:10][C:11]([C:14]([NH2:15])=[NH:18])=[CH:12][CH:13]=2)[C:5]2[NH:4][C:3](=[O:32])[N:40]([C:35]3[C:34]([F:33])=[CH:39][CH:38]=[CH:37][N:36]=3)[N:41]=2)[CH:25]=[C:24]([O:26][CH3:27])[N:23]=1.